From a dataset of Reaction yield outcomes from USPTO patents with 853,638 reactions. Predict the reaction yield, written as a fraction of the theoretical maximum amount of product (1.0 means a 100% yield; for example, 0.34 means a 34% yield). (1) The product is [S:18]([N:14]1[C:15]2[C:11](=[CH:10][C:9]([C@H:41]3[CH2:40][CH2:39][CH:38]=[CH:37]3)=[CH:17][CH:16]=2)[CH:12]=[CH:13]1)([C:21]1[CH:27]=[CH:26][C:24]([CH3:25])=[CH:23][CH:22]=1)(=[O:20])=[O:19]. The yield is 0.910. The reactants are O([C:9]1[CH:10]=[C:11]2[C:15](=[CH:16][CH:17]=1)[N:14]([S:18]([C:21]1[CH:27]=[CH:26][C:24]([CH3:25])=[CH:23][CH:22]=1)(=[O:20])=[O:19])[CH:13]=[CH:12]2)S(C(F)(F)F)(=O)=O.C(N(C(C)C)C(C)C)C.[CH:37]1[CH2:41][CH2:40][CH2:39][CH:38]=1. The catalyst is C1C=CC(/C=C/C(/C=C/C2C=CC=CC=2)=O)=CC=1.C1C=CC(/C=C/C(/C=C/C2C=CC=CC=2)=O)=CC=1.[Pd].O1CCOCC1. (2) The reactants are [C:1]([C:3]1[CH:4]=[C:5]([CH:10]=[CH:11][C:12]=1[OH:13])[C:6]([O:8][CH3:9])=[O:7])#[N:2].ClN1C(=O)[CH2:18][CH2:17][C:16]1=O. The catalyst is C(#N)C. The product is [C:1]([C:3]1[CH:4]=[C:5]([CH:10]=[CH:11][C:12]=1[O:13][CH:17]([CH3:18])[CH3:16])[C:6]([O:8][CH3:9])=[O:7])#[N:2]. The yield is 0.290.